This data is from Reaction yield outcomes from USPTO patents with 853,638 reactions. The task is: Predict the reaction yield, written as a fraction of the theoretical maximum amount of product (1.0 means a 100% yield; for example, 0.34 means a 34% yield). (1) The reactants are [CH3:1][NH:2][CH3:3].C[Al](C)C.[F:8][C:9]1[CH:14]=[CH:13][CH:12]=[C:11]([F:15])[C:10]=1[N:16]1[C:21]2[N:22]=[C:23]([NH:34][CH2:35][C:36]([O:38]C)=O)[N:24]=[C:25]([C:26]3[CH:31]=[CH:30][C:29]([F:32])=[CH:28][C:27]=3[CH3:33])[C:20]=2[CH:19]=[CH:18][C:17]1=[O:40]. No catalyst specified. The product is [F:15][C:11]1[CH:12]=[CH:13][CH:14]=[C:9]([F:8])[C:10]=1[N:16]1[C:21]2[N:22]=[C:23]([NH:34][CH2:35][C:36]([N:2]([CH3:3])[CH3:1])=[O:38])[N:24]=[C:25]([C:26]3[CH:31]=[CH:30][C:29]([F:32])=[CH:28][C:27]=3[CH3:33])[C:20]=2[CH:19]=[CH:18][C:17]1=[O:40]. The yield is 0.540. (2) The reactants are [Br:1][C:2]1[CH:3]=[CH:4][C:5]([Cl:15])=[C:6]([CH:14]=1)[C:7]([NH:9][CH2:10][CH:11]=[N:12][OH:13])=[O:8].CN(C1C=CC(N=NC2C=CC(S(O)(=O)=O)=CC=2)=CC=1)C.[CH3:37][OH:38].Cl.C([BH3-])#N.[Na+]. The catalyst is CO. The product is [Br:1][C:2]1[CH:3]=[CH:4][C:5]([Cl:15])=[C:6]([CH:14]=1)[C:7]([NH:9][CH2:10][CH2:11][N:12]([CH:37]=[O:38])[OH:13])=[O:8]. The yield is 0.350.